From a dataset of Catalyst prediction with 721,799 reactions and 888 catalyst types from USPTO. Predict which catalyst facilitates the given reaction. (1) Product: [Cl:1][C:2]1[CH:9]=[C:8]([CH:10]2[CH2:12][CH2:11]2)[CH:7]=[CH:6][C:3]=1[CH2:4][NH:23][CH2:22][CH2:21][C:17]1[CH:18]=[CH:19][CH:20]=[C:15]([C:14]([F:13])([F:24])[F:25])[CH:16]=1. The catalyst class is: 5. Reactant: [Cl:1][C:2]1[CH:9]=[C:8]([CH:10]2[CH2:12][CH2:11]2)[CH:7]=[CH:6][C:3]=1[CH:4]=O.[F:13][C:14]([F:25])([F:24])[C:15]1[CH:16]=[C:17]([CH2:21][CH2:22][NH2:23])[CH:18]=[CH:19][CH:20]=1.[BH4-].[Na+].Cl. (2) Reactant: [H-].[Al+3].[Li+].[H-].[H-].[H-].[OH:7][C:8]1([CH:19]=[CH2:20])[CH2:13][CH2:12][CH:11]([C:14](OCC)=[O:15])[CH2:10][CH2:9]1. Product: [OH:15][CH2:14][CH:11]1[CH2:12][CH2:13][C:8]([CH:19]=[CH2:20])([OH:7])[CH2:9][CH2:10]1. The catalyst class is: 7. (3) Reactant: [H-].[Na+].[CH3:3][O:4][C:5]1[CH:21]=[C:20]([O:22][CH3:23])[CH:19]=[CH:18][C:6]=1[CH2:7][N:8]1[C:12](=[O:13])[CH2:11][CH:10]([C:14]([O:16][CH3:17])=[O:15])[CH2:9]1.[CH3:24]I. Product: [CH3:3][O:4][C:5]1[CH:21]=[C:20]([O:22][CH3:23])[CH:19]=[CH:18][C:6]=1[CH2:7][N:8]1[C:12](=[O:13])[CH2:11][C:10]([CH3:24])([C:14]([O:16][CH3:17])=[O:15])[CH2:9]1. The catalyst class is: 20.